The task is: Binary Classification. Given a T-cell receptor sequence (or CDR3 region) and an epitope sequence, predict whether binding occurs between them.. This data is from TCR-epitope binding with 47,182 pairs between 192 epitopes and 23,139 TCRs. The epitope is LLQTGIHVRVSQPSL. The TCR CDR3 sequence is CASSPEGGSYEQYF. Result: 1 (the TCR binds to the epitope).